Dataset: Reaction yield outcomes from USPTO patents with 853,638 reactions. Task: Predict the reaction yield, written as a fraction of the theoretical maximum amount of product (1.0 means a 100% yield; for example, 0.34 means a 34% yield). (1) The reactants are [O-]P([O-])([O-])=O.[K+].[K+].[K+].[NH:9]1[CH2:13][CH2:12][NH:11][C:10]1=[O:14].I[C:16]1[CH:17]=[C:18]([O:22][CH3:23])[CH:19]=[CH:20][CH:21]=1.CNCCNC. The catalyst is [Cu]I.CN(C=O)C. The product is [CH3:23][O:22][C:18]1[CH:17]=[C:16]([N:9]2[CH2:13][CH2:12][NH:11][C:10]2=[O:14])[CH:21]=[CH:20][CH:19]=1. The yield is 0.670. (2) The reactants are [CH2:1]([O:8][C:9]1[CH:13]=[C:12]([C:14]([O:16][CH2:17][CH3:18])=[O:15])[N:11]([CH2:19][CH2:20][CH2:21][NH:22]C(OC(C)(C)C)=O)[N:10]=1)[C:2]1[CH:7]=[CH:6][CH:5]=[CH:4][CH:3]=1. The catalyst is Cl.O1CCOCC1. The product is [CH2:1]([O:8][C:9]1[CH:13]=[C:12]([C:14]([O:16][CH2:17][CH3:18])=[O:15])[N:11]([CH2:19][CH2:20][CH2:21][NH2:22])[N:10]=1)[C:2]1[CH:7]=[CH:6][CH:5]=[CH:4][CH:3]=1. The yield is 0.950. (3) The reactants are [CH2:1]([NH:8][CH2:9][C@@H:10]([C:19]1[CH:28]=[CH:27][C:26]([O:29][CH2:30][C:31]2[CH:36]=[CH:35][CH:34]=[CH:33][CH:32]=2)=[C:25]2[C:20]=1[CH:21]=[CH:22][C:23](=[O:37])[NH:24]2)[O:11][Si:12]([C:15]([CH3:18])([CH3:17])[CH3:16])([CH3:14])[CH3:13])[C:2]1[CH:7]=[CH:6][CH:5]=[CH:4][CH:3]=1.C(O)(=O)C.O=[CH:43][CH2:44][CH2:45][CH2:46][CH2:47][CH2:48][CH2:49][CH2:50][CH2:51][N:52]1[CH2:57][CH2:56][CH:55]([O:58][C:59](=[O:73])[NH:60][C:61]2[CH:66]=[CH:65][CH:64]=[CH:63][C:62]=2[C:67]2[CH:72]=[CH:71][CH:70]=[CH:69][CH:68]=2)[CH2:54][CH2:53]1.C(O[BH-](OC(=O)C)OC(=O)C)(=O)C.[Na+].C(=O)(O)[O-].[Na+]. The catalyst is ClCCl. The product is [CH2:1]([N:8]([CH2:9][C@@H:10]([C:19]1[CH:28]=[CH:27][C:26]([O:29][CH2:30][C:31]2[CH:32]=[CH:33][CH:34]=[CH:35][CH:36]=2)=[C:25]2[C:20]=1[CH:21]=[CH:22][C:23](=[O:37])[NH:24]2)[O:11][Si:12]([C:15]([CH3:18])([CH3:17])[CH3:16])([CH3:14])[CH3:13])[CH2:43][CH2:44][CH2:45][CH2:46][CH2:47][CH2:48][CH2:49][CH2:50][CH2:51][N:52]1[CH2:53][CH2:54][CH:55]([O:58][C:59](=[O:73])[NH:60][C:61]2[CH:66]=[CH:65][CH:64]=[CH:63][C:62]=2[C:67]2[CH:68]=[CH:69][CH:70]=[CH:71][CH:72]=2)[CH2:56][CH2:57]1)[C:2]1[CH:7]=[CH:6][CH:5]=[CH:4][CH:3]=1. The yield is 0.800. (4) The reactants are [N:1]1([C:7]2[CH:14]=[CH:13][C:10]([CH:11]=O)=[C:9]([C:15]([F:18])([F:17])[F:16])[CH:8]=2)[CH2:6][CH2:5][O:4][CH2:3][CH2:2]1.[N:19]1([C:25]([O:27][C:28]([CH3:31])([CH3:30])[CH3:29])=[O:26])[CH2:24][CH2:23][NH:22][CH2:21][CH2:20]1.ClCCCl.C(O[BH-](OC(=O)C)OC(=O)C)(=O)C.[Na+]. The catalyst is O. The product is [N:1]1([C:7]2[CH:14]=[CH:13][C:10]([CH2:11][N:22]3[CH2:21][CH2:20][N:19]([C:25]([O:27][C:28]([CH3:31])([CH3:30])[CH3:29])=[O:26])[CH2:24][CH2:23]3)=[C:9]([C:15]([F:18])([F:17])[F:16])[CH:8]=2)[CH2:6][CH2:5][O:4][CH2:3][CH2:2]1. The yield is 0.970. (5) The reactants are Cl.[Cl:2][C:3]1[CH:4]=[C:5]([NH:10][C:11]2[C:20]3[C:15](=[CH:16][C:17]([O:23][CH:24]4[CH2:31][C@@H:27]5[CH2:28][NH:29][CH2:30][C@@H:26]5[CH2:25]4)=[C:18]([O:21][CH3:22])[CH:19]=3)[N:14]=[CH:13][N:12]=2)[CH:6]=[CH:7][C:8]=1[Cl:9].C=O.Cl.O1CCOC[CH2:36]1. The catalyst is C(O)=O. The product is [ClH:2].[Cl:2][C:3]1[CH:4]=[C:5]([NH:10][C:11]2[C:20]3[C:15](=[CH:16][C:17]([O:23][CH:24]4[CH2:31][C@@H:27]5[CH2:28][N:29]([CH3:36])[CH2:30][C@@H:26]5[CH2:25]4)=[C:18]([O:21][CH3:22])[CH:19]=3)[N:14]=[CH:13][N:12]=2)[CH:6]=[CH:7][C:8]=1[Cl:9]. The yield is 0.560.